From a dataset of Full USPTO retrosynthesis dataset with 1.9M reactions from patents (1976-2016). Predict the reactants needed to synthesize the given product. Given the product [OH:35][C:31]1[C:30](=[O:36])[N:29]([CH2:2][S:3]([C:6]2[S:7][C:8]([C:11]3[CH:16]=[CH:15][C:14]([O:17][CH3:18])=[CH:13][CH:12]=3)=[CH:9][CH:10]=2)(=[O:5])=[O:4])[CH:34]=[CH:33][CH:32]=1, predict the reactants needed to synthesize it. The reactants are: Cl[CH2:2][S:3]([C:6]1[S:7][C:8]([C:11]2[CH:16]=[CH:15][C:14]([O:17][CH3:18])=[CH:13][CH:12]=2)=[CH:9][CH:10]=1)(=[O:5])=[O:4].BrC1SC(S(C[N:29]2[CH:34]=[CH:33][CH:32]=[C:31]([OH:35])[C:30]2=[O:36])(=O)=O)=CC=1.COC1C=CC(B(O)O)=CC=1.